Dataset: HIV replication inhibition screening data with 41,000+ compounds from the AIDS Antiviral Screen. Task: Binary Classification. Given a drug SMILES string, predict its activity (active/inactive) in a high-throughput screening assay against a specified biological target. (1) The drug is CC12CCC3c4ccc(OC(=O)c5ccccc5)cc4CCC3C1CCC2OC(=O)C12OC1CCC2=O. The result is 0 (inactive). (2) The drug is CC(=O)OC1C(OC2CCCC2(c2ccccc2)c2ccccc2)O[N+]([O-])=CC1C1CCCCC1. The result is 0 (inactive).